Dataset: NCI-60 drug combinations with 297,098 pairs across 59 cell lines. Task: Regression. Given two drug SMILES strings and cell line genomic features, predict the synergy score measuring deviation from expected non-interaction effect. (1) Drug 1: C#CCC(CC1=CN=C2C(=N1)C(=NC(=N2)N)N)C3=CC=C(C=C3)C(=O)NC(CCC(=O)O)C(=O)O. Drug 2: CC12CCC3C(C1CCC2OP(=O)(O)O)CCC4=C3C=CC(=C4)OC(=O)N(CCCl)CCCl.[Na+]. Cell line: DU-145. Synergy scores: CSS=12.5, Synergy_ZIP=-4.43, Synergy_Bliss=0.457, Synergy_Loewe=-3.65, Synergy_HSA=-1.64. (2) Drug 1: CCC1(CC2CC(C3=C(CCN(C2)C1)C4=CC=CC=C4N3)(C5=C(C=C6C(=C5)C78CCN9C7C(C=CC9)(C(C(C8N6C)(C(=O)OC)O)OC(=O)C)CC)OC)C(=O)OC)O.OS(=O)(=O)O. Drug 2: C#CCC(CC1=CN=C2C(=N1)C(=NC(=N2)N)N)C3=CC=C(C=C3)C(=O)NC(CCC(=O)O)C(=O)O. Cell line: HOP-62. Synergy scores: CSS=-1.46, Synergy_ZIP=3.49, Synergy_Bliss=4.71, Synergy_Loewe=0.218, Synergy_HSA=0.582. (3) Drug 1: C1=CC(=CC=C1CCC2=CNC3=C2C(=O)NC(=N3)N)C(=O)NC(CCC(=O)O)C(=O)O. Drug 2: CCC1(CC2CC(C3=C(CCN(C2)C1)C4=CC=CC=C4N3)(C5=C(C=C6C(=C5)C78CCN9C7C(C=CC9)(C(C(C8N6C)(C(=O)OC)O)OC(=O)C)CC)OC)C(=O)OC)O.OS(=O)(=O)O. Cell line: HOP-62. Synergy scores: CSS=38.1, Synergy_ZIP=-9.71, Synergy_Bliss=-3.57, Synergy_Loewe=-0.551, Synergy_HSA=-0.187. (4) Drug 1: C1=CC=C(C(=C1)C(C2=CC=C(C=C2)Cl)C(Cl)Cl)Cl. Drug 2: CS(=O)(=O)OCCCCOS(=O)(=O)C. Cell line: KM12. Synergy scores: CSS=-0.748, Synergy_ZIP=5.09, Synergy_Bliss=10.3, Synergy_Loewe=-0.465, Synergy_HSA=1.14.